Dataset: Reaction yield outcomes from USPTO patents with 853,638 reactions. Task: Predict the reaction yield, written as a fraction of the theoretical maximum amount of product (1.0 means a 100% yield; for example, 0.34 means a 34% yield). The reactants are C(O[BH-](OC(=O)C)OC(=O)C)(=O)C.[Na+].[CH2:15]([NH:22][CH2:23][CH2:24][C:25]1[CH:40]=[CH:39][C:28]([O:29][C:30]2[CH:38]=[CH:37][C:33]([C:34]([NH2:36])=[O:35])=[CH:32][N:31]=2)=[CH:27][CH:26]=1)[C:16]1[CH:21]=[CH:20][CH:19]=[CH:18][CH:17]=1.[CH:41](=O)[C:42]1[CH:47]=[CH:46][CH:45]=[CH:44][CH:43]=1.C(O)(=O)C.[OH-].[Na+]. The yield is 0.650. The catalyst is ClCCCl. The product is [CH2:15]([N:22]([CH2:41][C:42]1[CH:47]=[CH:46][CH:45]=[CH:44][CH:43]=1)[CH2:23][CH2:24][C:25]1[CH:40]=[CH:39][C:28]([O:29][C:30]2[CH:38]=[CH:37][C:33]([C:34]([NH2:36])=[O:35])=[CH:32][N:31]=2)=[CH:27][CH:26]=1)[C:16]1[CH:17]=[CH:18][CH:19]=[CH:20][CH:21]=1.